This data is from Full USPTO retrosynthesis dataset with 1.9M reactions from patents (1976-2016). The task is: Predict the reactants needed to synthesize the given product. (1) Given the product [C:33]([O:32][C:31]([NH:30][C@@H:28]([CH3:29])[CH2:27][O:15][C:16]1[CH:17]=[CH:18][C:19]([C:22]([O:24][CH3:25])=[O:23])=[N:20][CH:21]=1)=[O:37])([CH3:36])([CH3:35])[CH3:34], predict the reactants needed to synthesize it. The reactants are: N(C(OC(C)C)=O)=NC(OC(C)C)=O.[OH:15][C:16]1[CH:17]=[CH:18][C:19]([C:22]([O:24][CH3:25])=[O:23])=[N:20][CH:21]=1.O[CH2:27][C@@H:28]([NH:30][C:31](=[O:37])[O:32][C:33]([CH3:36])([CH3:35])[CH3:34])[CH3:29].C1(P(C2C=CC=CC=2)C2C=CC=CC=2)C=CC=CC=1. (2) Given the product [CH3:21][O:20][C:17]1[CH:18]=[CH:19][C:14]([NH:11][C:12]([NH:8][C:5]2[S:6][CH:7]=[C:3]([C:2]([F:10])([F:9])[F:1])[N:4]=2)=[S:13])=[C:15]([CH3:22])[CH:16]=1, predict the reactants needed to synthesize it. The reactants are: [F:1][C:2]([F:10])([F:9])[C:3]1[N:4]=[C:5]([NH2:8])[S:6][CH:7]=1.[N:11]([C:14]1[CH:19]=[CH:18][C:17]([O:20][CH3:21])=[CH:16][C:15]=1[CH3:22])=[C:12]=[S:13].[H-].[Na+].Cl.